Dataset: Retrosynthesis with 50K atom-mapped reactions and 10 reaction types from USPTO. Task: Predict the reactants needed to synthesize the given product. (1) Given the product OCC=Cc1ccccc1, predict the reactants needed to synthesize it. The reactants are: O=CC=Cc1ccccc1. (2) The reactants are: COc1c(SC)cc(C(=O)Cl)cc1C(F)(F)F.c1ccc2c(c1)NCS2. Given the product COc1c(SC)cc(C(=O)N2CSc3ccccc32)cc1C(F)(F)F, predict the reactants needed to synthesize it. (3) Given the product Cc1cc(-c2cccc(C(F)(F)F)c2)cc(C)c1C(=O)N1CCC(N2CCCC2)CC1, predict the reactants needed to synthesize it. The reactants are: Cc1cc(Br)cc(C)c1C(=O)N1CCC(N2CCCC2)CC1.OB(O)c1cccc(C(F)(F)F)c1. (4) Given the product CC1(C)OCC(CNc2cc3[nH]c(=O)c(C(=O)O)cc3cn2)O1, predict the reactants needed to synthesize it. The reactants are: COC(=O)c1cc2cnc(NCC3COC(C)(C)O3)cc2[nH]c1=O. (5) Given the product CC(C)(C)OC(=O)N(c1cscn1)S(=O)(=O)c1ccc(Oc2ccc(Cl)cc2I)c(C#N)c1, predict the reactants needed to synthesize it. The reactants are: CC(C)(C)OC(=O)N(c1cscn1)S(=O)(=O)c1ccc(F)c(C#N)c1.Oc1ccc(Cl)cc1I.